Dataset: Peptide-MHC class II binding affinity with 134,281 pairs from IEDB. Task: Regression. Given a peptide amino acid sequence and an MHC pseudo amino acid sequence, predict their binding affinity value. This is MHC class II binding data. (1) The peptide sequence is EWVAMTKGEGGVWTFDSEEP. The MHC is DRB1_0101 with pseudo-sequence DRB1_0101. The binding affinity (normalized) is 0.402. (2) The peptide sequence is QFGTMPSLTMACMAK. The MHC is DRB1_0701 with pseudo-sequence DRB1_0701. The binding affinity (normalized) is 0.192.